This data is from Full USPTO retrosynthesis dataset with 1.9M reactions from patents (1976-2016). The task is: Predict the reactants needed to synthesize the given product. (1) Given the product [CH3:13][C:2]1[CH:3]=[CH:4][C:5]([S:8]([NH:11][NH:12][C:15]2[C:24]3[C:19](=[C:20]([N+:25]([O-:27])=[O:26])[CH:21]=[CH:22][CH:23]=3)[N:18]=[CH:17][N:16]=2)(=[O:9])=[O:10])=[CH:6][CH:7]=1, predict the reactants needed to synthesize it. The reactants are: O.[C:2]1([CH3:13])[CH:7]=[CH:6][C:5]([S:8]([NH:11][NH2:12])(=[O:10])=[O:9])=[CH:4][CH:3]=1.Cl[C:15]1[C:24]2[C:19](=[C:20]([N+:25]([O-:27])=[O:26])[CH:21]=[CH:22][CH:23]=2)[N:18]=[CH:17][N:16]=1. (2) Given the product [Cl:20][C:8]1[C:7]([C:14]([F:17])([F:16])[F:15])=[CH:6][C:5]2[C:10](=[CH:11][CH:12]=[C:3]([O:2][CH3:1])[CH:4]=2)[N:9]=1, predict the reactants needed to synthesize it. The reactants are: [CH3:1][O:2][C:3]1[CH:4]=[C:5]2[C:10](=[CH:11][CH:12]=1)[NH:9][C:8](=O)[C:7]([C:14]([F:17])([F:16])[F:15])=[CH:6]2.O=P(Cl)(Cl)[Cl:20]. (3) Given the product [CH:41]1([CH2:42][CH:20]([NH:22][C:19]2[CH:20]=[CH:21][C:16]([N:15]([C:23]3[CH:28]=[CH:27][C:26]([NH:29][CH:10]([CH2:55][CH:49]4[CH2:54][CH2:53][CH2:52][CH2:51][CH2:50]4)[CH2:9][CH3:14])=[CH:25][CH:24]=3)[C:12]3[CH:11]=[CH:10][C:9]([N:8]([C:5]4[CH:4]=[CH:3][C:2]([NH:1][CH:11]([CH2:55][CH:49]5[CH2:54][CH2:53][CH2:52][CH2:51][CH2:50]5)[CH2:12][CH3:13])=[CH:7][CH:6]=4)[C:30]4[CH:35]=[CH:34][C:33]([NH:36][CH:17]([CH2:55][CH:49]5[CH2:54][CH2:53][CH2:52][CH2:51][CH2:50]5)[CH2:16][CH3:21])=[CH:32][CH:31]=4)=[CH:14][CH:13]=3)=[CH:17][CH:18]=2)[CH2:19][CH3:18])[CH2:7][CH2:2][CH2:3][CH2:4][CH2:40]1, predict the reactants needed to synthesize it. The reactants are: [NH2:1][C:2]1[CH:7]=[CH:6][C:5]([N:8]([C:30]2[CH:35]=[CH:34][C:33]([NH2:36])=[CH:32][CH:31]=2)[C:9]2[CH:14]=[CH:13][C:12]([N:15]([C:23]3[CH:28]=[CH:27][C:26]([NH2:29])=[CH:25][CH:24]=3)[C:16]3[CH:21]=[CH:20][C:19]([NH2:22])=[CH:18][CH:17]=3)=[CH:11][CH:10]=2)=[CH:4][CH:3]=1.[H][H].I[CH2:40][CH2:41][CH3:42].C(=O)([O-])[O-].[K+].[K+].[C:49]1([CH3:55])[CH:54]=[CH:53][CH:52]=[CH:51][CH:50]=1.